Dataset: Peptide-MHC class I binding affinity with 185,985 pairs from IEDB/IMGT. Task: Regression. Given a peptide amino acid sequence and an MHC pseudo amino acid sequence, predict their binding affinity value. This is MHC class I binding data. (1) The peptide sequence is VLTSVDIETA. The MHC is HLA-A02:02 with pseudo-sequence HLA-A02:02. The binding affinity (normalized) is 0.618. (2) The peptide sequence is KRGVFVLGYL. The MHC is Mamu-B03 with pseudo-sequence Mamu-B03. The binding affinity (normalized) is 0.776. (3) The peptide sequence is VIVPDIKLDA. The MHC is HLA-A02:06 with pseudo-sequence HLA-A02:06. The binding affinity (normalized) is 0.373.